Dataset: Forward reaction prediction with 1.9M reactions from USPTO patents (1976-2016). Task: Predict the product of the given reaction. (1) Given the reactants ClC1C=CC(B(O)O)=CC=1.BrC1N=CNC=1.Br[C:18]1[N:19]=[CH:20][N:21]([C:23]2[CH:28]=[CH:27][C:26]([Cl:29])=[CH:25][CH:24]=2)[CH:22]=1.[O:30]1[CH:34]=[CH:33][CH:32]=[C:31]1B(O)O, predict the reaction product. The product is: [Cl:29][C:26]1[CH:27]=[CH:28][C:23]([N:21]2[CH:22]=[C:18]([C:31]3[O:30][CH:34]=[CH:33][CH:32]=3)[N:19]=[CH:20]2)=[CH:24][CH:25]=1. (2) Given the reactants Cl[CH2:2][C:3]1[S:4][C:5]([C:14]([F:17])([F:16])[F:15])=[C:6]([C:8]2[CH:13]=[CH:12][CH:11]=[CH:10][CH:9]=2)[CH:7]=1.[C:18]([O:22][C:23]([N:25]1[C:30]2[CH:31]=[CH:32][C:33]([OH:35])=[CH:34][C:29]=2[O:28][CH2:27][CH2:26]1)=[O:24])([CH3:21])([CH3:20])[CH3:19].C(=O)([O-])[O-].[K+].[K+], predict the reaction product. The product is: [C:18]([O:22][C:23]([N:25]1[C:30]2[CH:31]=[CH:32][C:33]([O:35][CH2:2][C:3]3[S:4][C:5]([C:14]([F:17])([F:16])[F:15])=[C:6]([C:8]4[CH:13]=[CH:12][CH:11]=[CH:10][CH:9]=4)[CH:7]=3)=[CH:34][C:29]=2[O:28][CH2:27][CH2:26]1)=[O:24])([CH3:21])([CH3:19])[CH3:20]. (3) Given the reactants C1C2C(COC([N:18]=[C:19]=[S:20])=O)C3C(=CC=CC=3)C=2C=CC=1.[CH2:21]([O:23][C:24]([CH:26]1[CH2:31][CH2:30][NH:29][CH2:28][CH2:27]1)=[O:25])[CH3:22].C(OCC)C, predict the reaction product. The product is: [CH2:21]([O:23][C:24]([CH:26]1[CH2:31][CH2:30][N:29]([C:19](=[S:20])[NH2:18])[CH2:28][CH2:27]1)=[O:25])[CH3:22]. (4) Given the reactants [CH3:1][N:2]([CH3:19])[C:3](=[O:18])[C@H:4]([O:6][C:7]1[CH:16]=[CH:15][CH:14]=[C:13]2[C:8]=1[C:9](=O)[NH:10][CH:11]=[N:12]2)[CH3:5].[F:20][C:21]1[N:26]=[CH:25][C:24]([CH2:27][N:28]2[C:36]3[C:31](=[CH:32][C:33]([NH2:37])=[CH:34][CH:35]=3)[CH:30]=[CH:29]2)=[CH:23][CH:22]=1, predict the reaction product. The product is: [F:20][C:21]1[N:26]=[CH:25][C:24]([CH2:27][N:28]2[C:36]3[C:31](=[CH:32][C:33]([NH:37][C:9]4[C:8]5[C:13](=[CH:14][CH:15]=[CH:16][C:7]=5[O:6][C@H:4]([CH3:5])[C:3]([N:2]([CH3:19])[CH3:1])=[O:18])[N:12]=[CH:11][N:10]=4)=[CH:34][CH:35]=3)[CH:30]=[CH:29]2)=[CH:23][CH:22]=1. (5) Given the reactants [F:1][C:2]([F:28])([CH2:20][O:21][C:22]1[CH:27]=[CH:26][CH:25]=[CH:24][CH:23]=1)/[CH:3]=[CH:4]/[C@@H:5]1[C@@H:17]2[C@@H:8]([O:9][C:10](=[O:18])[CH2:11][CH2:12][CH2:13][CH:14]=[CH:15][CH2:16]2)[CH2:7][C@H:6]1[OH:19].C(N(CC)CC)C.[C:36]1([C:45]2[CH:50]=[CH:49][CH:48]=[CH:47][CH:46]=2)[CH:41]=[CH:40][C:39]([C:42](Cl)=[O:43])=[CH:38][CH:37]=1.C(=O)(O)[O-].[Na+], predict the reaction product. The product is: [C:45]1([C:36]2[CH:37]=[CH:38][C:39]([C:42]([O:19][C@@H:6]3[CH2:7][C@@H:8]4[O:9][C:10](=[O:18])[CH2:11][CH2:12][CH2:13][CH:14]=[CH:15][CH2:16][C@@H:17]4[C@H:5]3/[CH:4]=[CH:3]/[C:2]([F:1])([F:28])[CH2:20][O:21][C:22]3[CH:27]=[CH:26][CH:25]=[CH:24][CH:23]=3)=[O:43])=[CH:40][CH:41]=2)[CH:46]=[CH:47][CH:48]=[CH:49][CH:50]=1.